Dataset: Reaction yield outcomes from USPTO patents with 853,638 reactions. Task: Predict the reaction yield, written as a fraction of the theoretical maximum amount of product (1.0 means a 100% yield; for example, 0.34 means a 34% yield). (1) The reactants are [C:1]([S:4][CH2:5][CH:6]([CH2:9][CH2:10][CH2:11][CH3:12])[CH:7]=[O:8])(=[O:3])[CH3:2].O[CH2:14][CH2:15][CH:16]=[CH2:17].C1(C)C=CC(S([O-])(=O)=O)=CC=1.[NH+]1C=CC=CC=1. No catalyst specified. The product is [C:1]([S:4][CH2:5][C:6]([CH2:14][CH2:15][CH2:16][CH3:17])([CH2:9]/[CH:10]=[CH:11]/[CH3:12])[CH:7]=[O:8])(=[O:3])[CH3:2]. The yield is 0.805. (2) The reactants are [C:1]([C:5]1[N:10]=[C:9]([N:11]2[CH2:16][CH2:15][N:14]([CH2:17][CH2:18][CH2:19][CH2:20][NH2:21])[CH2:13][CH2:12]2)[CH:8]=[C:7]([C:22]([CH3:25])([CH3:24])[CH3:23])[N:6]=1)([CH3:4])([CH3:3])[CH3:2].C1N=CN([C:31]([N:33]2[CH:37]=N[CH:35]=[CH:34]2)=[O:32])C=1.C1[C:43]2[NH:44][C:45]3[C:50]([C:42]=2CCN1)=[CH:49][CH:48]=[CH:47][CH:46]=3. The catalyst is C(Cl)(Cl)Cl.CO. The product is [C:1]([C:5]1[N:10]=[C:9]([N:11]2[CH2:12][CH2:13][N:14]([CH2:17][CH2:18][CH2:19][CH2:20][NH:21][C:31]([N:33]3[CH2:34][CH2:35][C:43]4[NH:44][C:45]5[CH:46]=[CH:47][CH:48]=[CH:49][C:50]=5[C:42]=4[CH2:37]3)=[O:32])[CH2:15][CH2:16]2)[CH:8]=[C:7]([C:22]([CH3:25])([CH3:24])[CH3:23])[N:6]=1)([CH3:4])([CH3:3])[CH3:2]. The yield is 0.290. (3) The reactants are [NH2:1][C:2]([C:10]1[CH:15]=[CH:14][CH:13]=[CH:12][CH:11]=1)([CH2:8][CH3:9])[C:3](OCC)=[O:4].[BH4-].[Na+]. The catalyst is O.C(O)C. The product is [NH2:1][C:2]([C:10]1[CH:15]=[CH:14][CH:13]=[CH:12][CH:11]=1)([CH2:8][CH3:9])[CH2:3][OH:4]. The yield is 0.900. (4) The reactants are C([O:3][C:4](=[O:23])[CH2:5][C:6]1[NH:11][C:10]2[CH:12]=[CH:13][C:14]([NH:16][S:17]([CH3:20])(=[O:19])=[O:18])=[CH:15][C:9]=2[S:8](=[O:22])(=[O:21])[CH:7]=1)C.[OH-].[Li+]. The catalyst is CO. The product is [CH3:20][S:17]([NH:16][C:14]1[CH:13]=[CH:12][C:10]2[NH:11][C:6]([CH2:5][C:4]([OH:23])=[O:3])=[CH:7][S:8](=[O:21])(=[O:22])[C:9]=2[CH:15]=1)(=[O:18])=[O:19]. The yield is 0.739. (5) The reactants are [Cl:1][CH2:2][CH2:3][CH2:4][C:5]([C:7]1[C:15]2[C:10](=[CH:11][CH:12]=[C:13]([C:16]#[N:17])[CH:14]=2)[NH:9][CH:8]=1)=O.C[SiH](C)O[SiH](C)C. The catalyst is C1(C)C=CC=CC=1.C(O)CCC.O. The product is [Cl:1][CH2:2][CH2:3][CH2:4][CH2:5][C:7]1[C:15]2[C:10](=[CH:11][CH:12]=[C:13]([C:16]#[N:17])[CH:14]=2)[NH:9][CH:8]=1. The yield is 0.510. (6) The reactants are [NH:1]1[CH:5]=[CH:4][CH:3]=[N:2]1.Cl[CH2:7]Cl.[C:9]1(C)[C:10]([S:15](Cl)(=[O:17])=[O:16])=[CH:11][CH:12]=[CH:13][CH:14]=1. The catalyst is N1C=CC=CC=1. The product is [CH3:7][C:13]1[CH:14]=[CH:9][C:10]([S:15]([N:1]2[CH:5]=[CH:4][CH:3]=[N:2]2)(=[O:16])=[O:17])=[CH:11][CH:12]=1. The yield is 0.760. (7) The yield is 0.700. The catalyst is C1(C)C=CC=CC=1. The reactants are [CH2:1]([O:3][C:4]1[CH:13]=[CH:12][C:11]2[C:6](=[CH:7][CH:8]=[CH:9][CH:10]=2)[C:5]=1B(O)O)[CH3:2].[F:17][C:18]1[CH:23]=[CH:22][C:21]([Br:24])=[CH:20][C:19]=1I.C(=O)([O-])[O-].[Na+].[Na+]. The product is [CH2:1]([O:3][C:4]1[CH:13]=[CH:12][C:11]2[C:6](=[CH:7][CH:8]=[CH:9][CH:10]=2)[C:5]=1[C:23]1[CH:22]=[C:21]([Br:24])[CH:20]=[CH:19][C:18]=1[F:17])[CH3:2]. (8) The yield is 0.260. The product is [CH2:1]([NH:3][C:4]([NH:6][C:7]1[CH:8]=[CH:9][C:10]([C:13]2[N:14]=[C:15]([N:30]3[CH2:35][CH2:34][O:33][CH2:32][C@@H:31]3[CH3:36])[C:16]3[CH2:22][CH2:21][N:20]([CH2:23][C:25]([CH3:29])([CH3:28])[CH2:26][OH:27])[CH2:19][C:17]=3[N:18]=2)=[CH:11][CH:12]=1)=[O:5])[CH3:2]. The catalyst is [OH-].[Na+].C1COCC1. The reactants are [CH2:1]([NH:3][C:4]([NH:6][C:7]1[CH:12]=[CH:11][C:10]([C:13]2[N:14]=[C:15]([N:30]3[CH2:35][CH2:34][O:33][CH2:32][C@@H:31]3[CH3:36])[C:16]3[CH2:22][CH2:21][N:20]([C:23]([C:25]4([CH3:29])[CH2:28][O:27][CH2:26]4)=O)[CH2:19][C:17]=3[N:18]=2)=[CH:9][CH:8]=1)=[O:5])[CH3:2].B.C([O-])(O)=O.[Na+].OO. (9) The reactants are [C:1]([C:4]1[C:5]([O:21][CH2:22][C:23]23[CH2:32][CH:27]4[CH2:28][CH:29]([CH2:31][CH:25]([CH2:26]4)[CH2:24]2)[CH2:30]3)=[CH:6][C:7]([F:20])=[C:8]([CH:19]=1)[C:9]([NH:11][S:12]([N:15]1[CH2:18][CH2:17][CH2:16]1)(=[O:14])=[O:13])=[O:10])(=[O:3])[CH3:2].[CH3:33][Mg]Br.Cl. The catalyst is O1CCCC1.C(OCC)(=O)C. The product is [C:23]12([CH2:22][O:21][C:5]3[C:4]([C:1]([OH:3])([CH3:33])[CH3:2])=[CH:19][C:8]([C:9]([NH:11][S:12]([N:15]4[CH2:18][CH2:17][CH2:16]4)(=[O:14])=[O:13])=[O:10])=[C:7]([F:20])[CH:6]=3)[CH2:24][CH:25]3[CH2:26][CH:27]([CH2:28][CH:29]([CH2:31]3)[CH2:30]1)[CH2:32]2. The yield is 0.490. (10) The reactants are [CH3:1][O:2][C:3]([C:5]1[CH:10]=[N:9][C:8]([N:11]2[CH2:16][CH2:15][CH2:14][CH2:13][CH2:12]2)=[CH:7][N:6]=1)=[O:4].[Br:17]Br.C(Cl)Cl.O. The catalyst is C(Cl)(Cl)Cl. The product is [CH3:1][O:2][C:3]([C:5]1[CH:10]=[N:9][C:8]([N:11]2[CH2:16][CH2:15][CH2:14][CH2:13][CH2:12]2)=[C:7]([Br:17])[N:6]=1)=[O:4]. The yield is 0.140.